This data is from Reaction yield outcomes from USPTO patents with 853,638 reactions. The task is: Predict the reaction yield, written as a fraction of the theoretical maximum amount of product (1.0 means a 100% yield; for example, 0.34 means a 34% yield). (1) The reactants are [OH:1][C:2]1[CH:3]=[CH:4][CH:5]=[C:6]2[C:11]=1[N:10]=[C:9]([CH:12]=[O:13])[CH:8]=[CH:7]2.N1C=CN=C1.[C:19]([Si:23](Cl)([CH3:25])[CH3:24])([CH3:22])([CH3:21])[CH3:20]. The catalyst is ClCCl. The product is [Si:23]([O:1][C:2]1[CH:3]=[CH:4][CH:5]=[C:6]2[C:11]=1[N:10]=[C:9]([CH:12]=[O:13])[CH:8]=[CH:7]2)([C:19]([CH3:22])([CH3:21])[CH3:20])([CH3:25])[CH3:24]. The yield is 0.780. (2) The yield is 0.650. The reactants are [Cl:1][C:2]1[CH:11]=[C:10]2[C:5]([CH:6]=[CH:7][C:8]([CH3:12])=[N:9]2)=[C:4]([N:13]2[CH2:18][CH2:17][N:16]([CH2:19][CH2:20][C:21]3[CH:22]=[C:23]([CH:25]=[CH:26][CH:27]=3)[NH2:24])[CH2:15][CH2:14]2)[CH:3]=1.[CH3:28][S:29]([Cl:32])(=[O:31])=[O:30]. The product is [ClH:1].[ClH:32].[Cl:1][C:2]1[CH:11]=[C:10]2[C:5]([CH:6]=[CH:7][C:8]([CH3:12])=[N:9]2)=[C:4]([N:13]2[CH2:14][CH2:15][N:16]([CH2:19][CH2:20][C:21]3[CH:22]=[C:23]([NH:24][S:29]([CH3:28])(=[O:31])=[O:30])[CH:25]=[CH:26][CH:27]=3)[CH2:17][CH2:18]2)[CH:3]=1. No catalyst specified. (3) The reactants are [CH3:1][O:2][CH:3]1[N:8](Cl)[CH:7]=[CH:6][C:5]([Cl:10])=[N:4]1.Cl.[C:12](=[O:15])(O)[O-:13].[Na+].[CH3:17][CH2:18]O. No catalyst specified. The product is [Cl:10][C:5]1[N:4]=[C:3]([O:2][CH3:1])[N:8]=[C:7]([N:4]2[CH2:18][CH2:17][CH:7]([C:12]([OH:13])=[O:15])[CH2:6][CH2:5]2)[CH:6]=1. The yield is 0.700. (4) The reactants are [C:9](O[C:9]([O:11][C:12]([CH3:15])([CH3:14])[CH3:13])=[O:10])([O:11][C:12]([CH3:15])([CH3:14])[CH3:13])=[O:10].[C:16]1([NH2:23])[CH:21]=[CH:20][CH:19]=[C:18]([NH2:22])[CH:17]=1. The catalyst is C(Cl)(Cl)Cl. The product is [C:12]([O:11][C:9](=[O:10])[NH:22][C:18]1[CH:19]=[CH:20][CH:21]=[C:16]([NH2:23])[CH:17]=1)([CH3:13])([CH3:14])[CH3:15]. The yield is 0.870.